From a dataset of NCI-60 drug combinations with 297,098 pairs across 59 cell lines. Regression. Given two drug SMILES strings and cell line genomic features, predict the synergy score measuring deviation from expected non-interaction effect. (1) Drug 1: CS(=O)(=O)CCNCC1=CC=C(O1)C2=CC3=C(C=C2)N=CN=C3NC4=CC(=C(C=C4)OCC5=CC(=CC=C5)F)Cl. Drug 2: CC1CCCC2(C(O2)CC(NC(=O)CC(C(C(=O)C(C1O)C)(C)C)O)C(=CC3=CSC(=N3)C)C)C. Cell line: HT29. Synergy scores: CSS=70.3, Synergy_ZIP=5.85, Synergy_Bliss=6.78, Synergy_Loewe=-22.4, Synergy_HSA=6.17. (2) Drug 1: C1CNP(=O)(OC1)N(CCCl)CCCl. Drug 2: C1C(C(OC1N2C=NC(=NC2=O)N)CO)O. Cell line: IGROV1. Synergy scores: CSS=-3.89, Synergy_ZIP=0.911, Synergy_Bliss=-1.99, Synergy_Loewe=-13.9, Synergy_HSA=-7.00. (3) Cell line: SK-OV-3. Drug 2: C1CCC(C(C1)[NH-])[NH-].C(=O)(C(=O)[O-])[O-].[Pt+4]. Synergy scores: CSS=8.52, Synergy_ZIP=-0.891, Synergy_Bliss=0.771, Synergy_Loewe=-12.2, Synergy_HSA=-1.43. Drug 1: CC1(CCCN1)C2=NC3=C(C=CC=C3N2)C(=O)N. (4) Drug 1: C1C(C(OC1N2C=C(C(=O)NC2=O)F)CO)O. Drug 2: CC1CCCC2(C(O2)CC(NC(=O)CC(C(C(=O)C(C1O)C)(C)C)O)C(=CC3=CSC(=N3)C)C)C. Cell line: KM12. Synergy scores: CSS=58.6, Synergy_ZIP=-0.437, Synergy_Bliss=-2.18, Synergy_Loewe=-1.24, Synergy_HSA=1.47. (5) Drug 1: CC1=CC2C(CCC3(C2CCC3(C(=O)C)OC(=O)C)C)C4(C1=CC(=O)CC4)C. Drug 2: CCC1(CC2CC(C3=C(CCN(C2)C1)C4=CC=CC=C4N3)(C5=C(C=C6C(=C5)C78CCN9C7C(C=CC9)(C(C(C8N6C)(C(=O)OC)O)OC(=O)C)CC)OC)C(=O)OC)O.OS(=O)(=O)O. Cell line: K-562. Synergy scores: CSS=53.0, Synergy_ZIP=11.4, Synergy_Bliss=13.3, Synergy_Loewe=-37.1, Synergy_HSA=12.6. (6) Drug 1: CCC1=CC2CC(C3=C(CN(C2)C1)C4=CC=CC=C4N3)(C5=C(C=C6C(=C5)C78CCN9C7C(C=CC9)(C(C(C8N6C)(C(=O)OC)O)OC(=O)C)CC)OC)C(=O)OC.C(C(C(=O)O)O)(C(=O)O)O. Drug 2: CC=C1C(=O)NC(C(=O)OC2CC(=O)NC(C(=O)NC(CSSCCC=C2)C(=O)N1)C(C)C)C(C)C. Cell line: IGROV1. Synergy scores: CSS=79.6, Synergy_ZIP=1.67, Synergy_Bliss=4.35, Synergy_Loewe=-0.000929, Synergy_HSA=7.09. (7) Drug 1: CC=C1C(=O)NC(C(=O)OC2CC(=O)NC(C(=O)NC(CSSCCC=C2)C(=O)N1)C(C)C)C(C)C. Drug 2: CC1=C(C(=O)C2=C(C1=O)N3CC4C(C3(C2COC(=O)N)OC)N4)N. Cell line: 786-0. Synergy scores: CSS=72.3, Synergy_ZIP=4.13, Synergy_Bliss=4.77, Synergy_Loewe=-0.430, Synergy_HSA=8.24.